Task: Predict the reactants needed to synthesize the given product.. Dataset: Full USPTO retrosynthesis dataset with 1.9M reactions from patents (1976-2016) (1) Given the product [NH:1]([CH:2]1[CH2:3][CH2:4][CH:5]([N:8]2[C:19]3=[C:20]4[C:15](=[CH:16][CH:17]=[CH:18]3)[CH:14]=[N:13][CH:12]=[C:11]4[CH2:10][CH2:9]2)[CH2:6][CH2:7]1)[C:21]([CH3:22])=[O:23], predict the reactants needed to synthesize it. The reactants are: [NH2:1][CH:2]1[CH2:7][CH2:6][CH:5]([N:8]2[C:19]3=[C:20]4[C:15](=[CH:16][CH:17]=[CH:18]3)[CH:14]=[N:13][CH:12]=[C:11]4[CH2:10][CH2:9]2)[CH2:4][CH2:3]1.[C:21](OC(=O)C)(=[O:23])[CH3:22]. (2) Given the product [Br:19][C:18]1[C:17]2[C:12](=[C:13]([F:22])[CH:14]=[C:15]([O:20][CH3:21])[CH:16]=2)[N:11]=[CH:10][C:9]=1[NH2:5], predict the reactants needed to synthesize it. The reactants are: CC([N:5]([C:9]1[CH:10]=[N:11][C:12]2[C:17]([C:18]=1[Br:19])=[CH:16][C:15]([O:20][CH3:21])=[CH:14][C:13]=2[F:22])C(=O)[O-])(C)C.FC(F)(F)C(O)=O. (3) Given the product [Cl:1][C:2]1[CH:3]=[C:4]([CH:18]=[CH:19][CH:20]=1)[CH2:5][N:6]1[CH2:11][CH2:10][N:9]([CH2:12][C:13]([NH:21][NH2:22])=[O:14])[CH2:8][CH2:7]1, predict the reactants needed to synthesize it. The reactants are: [Cl:1][C:2]1[CH:3]=[C:4]([CH:18]=[CH:19][CH:20]=1)[CH2:5][N:6]1[CH2:11][CH2:10][N:9]([CH2:12][C:13](OCC)=[O:14])[CH2:8][CH2:7]1.[NH2:21][NH2:22]. (4) Given the product [C:1]12([CH2:11][C:12]([NH:14][C:15]3[CH:24]=[CH:23][CH:22]=[C:21]4[C:16]=3[CH:17]=[CH:18][C:19]([CH2:25][CH2:26][CH2:27][N:28]([CH2:36][CH2:37][CH2:38][OH:39])[C:29](=[O:35])[O:30][C:31]([CH3:34])([CH3:33])[CH3:32])=[N:20]4)=[O:13])[CH2:2][CH:3]3[CH2:9][CH:7]([CH2:6][CH:5]([CH2:4]3)[CH2:10]1)[CH2:8]2, predict the reactants needed to synthesize it. The reactants are: [C:1]12([CH2:11][C:12]([NH:14][C:15]3[CH:24]=[CH:23][CH:22]=[C:21]4[C:16]=3[CH:17]=[CH:18][C:19]([C:25]#[C:26][CH2:27][N:28]([CH2:36][CH2:37][CH2:38][OH:39])[C:29](=[O:35])[O:30][C:31]([CH3:34])([CH3:33])[CH3:32])=[N:20]4)=[O:13])[CH2:10][CH:5]3[CH2:6][CH:7]([CH2:9][CH:3]([CH2:4]3)[CH2:2]1)[CH2:8]2.[H][H]. (5) Given the product [CH3:1][S:2]([C:5]1[S:9][C:8]([CH2:10][OH:11])=[CH:7][CH:6]=1)(=[O:4])=[O:3], predict the reactants needed to synthesize it. The reactants are: [CH3:1][S:2]([C:5]1[S:9][C:8]([C:10](O)=[O:11])=[CH:7][CH:6]=1)(=[O:4])=[O:3].B.